This data is from Reaction yield outcomes from USPTO patents with 853,638 reactions. The task is: Predict the reaction yield, written as a fraction of the theoretical maximum amount of product (1.0 means a 100% yield; for example, 0.34 means a 34% yield). The reactants are C(O)C.Cl[C:5]1[C:10]([N+:11]([O-:13])=[O:12])=[CH:9][CH:8]=[CH:7][N:6]=1.C(=O)([O-])[O-].[K+].[K+].[CH2:20]([SH:27])[C:21]1[CH:26]=[CH:25][CH:24]=[CH:23][CH:22]=1. The catalyst is O. The product is [CH2:20]([S:27][C:5]1[C:10]([N+:11]([O-:13])=[O:12])=[CH:9][CH:8]=[CH:7][N:6]=1)[C:21]1[CH:26]=[CH:25][CH:24]=[CH:23][CH:22]=1. The yield is 0.850.